This data is from Full USPTO retrosynthesis dataset with 1.9M reactions from patents (1976-2016). The task is: Predict the reactants needed to synthesize the given product. (1) The reactants are: C(O[C:4]1[CH:11]=[CH:10][CH:9]=[C:8](F)[C:5]=1[C:6]#[N:7])C.O.[NH2:14][NH2:15].O.[CH2:17]([OH:19])[CH3:18]. Given the product [CH2:17]([O:19][C:8]1[CH:9]=[CH:10][CH:11]=[C:4]2[C:5]=1[C:6]([NH2:7])=[N:14][NH:15]2)[CH3:18], predict the reactants needed to synthesize it. (2) Given the product [CH2:1]([O:8][C@@H:9]1[C:13]([CH2:14][O:15][S:16]([CH3:19])(=[O:17])=[O:18])([CH2:20][O:21][S:22]([CH3:25])(=[O:24])=[O:23])[O:12][C@@H:11]([N:26]2[CH:34]=[C:32]([CH3:33])[C:30](=[O:31])[NH:29][C:27]2=[O:28])[C@H:10]1[O:35][S:38]([C:37]([F:50])([F:49])[F:36])(=[O:40])=[O:39])[C:2]1[CH:3]=[CH:4][CH:5]=[CH:6][CH:7]=1, predict the reactants needed to synthesize it. The reactants are: [CH2:1]([O:8][C@@H:9]1[C:13]([CH2:20][O:21][S:22]([CH3:25])(=[O:24])=[O:23])([CH2:14][O:15][S:16]([CH3:19])(=[O:18])=[O:17])[O:12][C@@H:11]([N:26]2[CH:34]=[C:32]([CH3:33])[C:30](=[O:31])[NH:29][C:27]2=[O:28])[C@H:10]1[OH:35])[C:2]1[CH:7]=[CH:6][CH:5]=[CH:4][CH:3]=1.[F:36][C:37]([F:50])([F:49])[S:38](O[S:38]([C:37]([F:50])([F:49])[F:36])(=[O:40])=[O:39])(=[O:40])=[O:39]. (3) Given the product [NH2:1][C:2]1[N:10]=[CH:9][N:8]=[C:7]2[C:3]=1[N:4]=[C:5]([Br:14])[N:6]2[CH2:11][CH2:12][OH:13], predict the reactants needed to synthesize it. The reactants are: [NH2:1][C:2]1[N:10]=[CH:9][N:8]=[C:7]2[C:3]=1[N:4]=[CH:5][N:6]2[CH2:11][CH2:12][OH:13].[Br:14]Br. (4) Given the product [NH2:52][C:53]1[CH:54]=[N:55][C:56]2[C:61]([C:62]=1[NH:63][CH2:64][C:65]([CH3:66])([OH:67])[CH3:68])=[CH:60][C:59]([O:69][CH2:70][C:71]1[CH:72]=[CH:73][CH:74]=[CH:75][CH:76]=1)=[CH:58][CH:57]=2.[ClH:22].[CH2:70]([O:69][C:59]1[CH:60]=[C:61]2[C:56](=[CH:57][CH:58]=1)[N:55]=[CH:54][C:53]([NH:52][C:49](=[O:50])[CH2:48][O:47][CH2:45][CH3:46])=[C:62]2[NH:63][CH2:64][C:65]([OH:67])([CH3:66])[CH3:68])[C:71]1[CH:76]=[CH:75][CH:74]=[CH:73][CH:72]=1, predict the reactants needed to synthesize it. The reactants are: C(OC1C=C2C(=CC=1)N=CC([N+]([O-])=O)=C2[Cl:22])C1C=CC=CC=1.C(OC1C=C2C(C(Cl)=C([N+]([O-])=O)C=N2)=CC=1)C1C=CC=CC=1.[CH2:45]([O:47][CH2:48][C:49](Cl)=[O:50])[CH3:46].[NH2:52][C:53]1[CH:54]=[N:55][C:56]2[C:61]([C:62]=1[NH:63][CH2:64][C:65]([CH3:68])([OH:67])[CH3:66])=[CH:60][C:59]([O:69][CH2:70][C:71]1[CH:76]=[CH:75][CH:74]=[CH:73][CH:72]=1)=[CH:58][CH:57]=2. (5) Given the product [NH2:1][C:2]1[CH:11]=[CH:10][CH:9]=[C:8]2[C:3]=1[CH2:4][CH:5]([OH:13])[CH2:6][N:7]2[CH3:12], predict the reactants needed to synthesize it. The reactants are: [NH2:1][C:2]1[CH:11]=[CH:10][CH:9]=[C:8]2[C:3]=1[CH2:4][C:5](=[O:13])[CH2:6][N:7]2[CH3:12].[BH4-].[Na+].O. (6) The reactants are: [Cl:1][C:2]1[CH:3]=[C:4]([C:9]2[S:10][CH:11]=[C:12]([C:15](=[N:17][NH2:18])[CH3:16])[C:13]=2[OH:14])[CH:5]=[CH:6][C:7]=1[Cl:8].[N:19]([CH2:22][C:23]([O:25][CH3:26])=[O:24])=[C:20]=[S:21].CO.O. Given the product [Cl:1][C:2]1[CH:3]=[C:4]([C:9]2[S:10][CH:11]=[C:12]([C:15](=[N:17][NH:18][C:20]([NH:19][CH2:22][C:23]([O:25][CH3:26])=[O:24])=[S:21])[CH3:16])[C:13]=2[OH:14])[CH:5]=[CH:6][C:7]=1[Cl:8], predict the reactants needed to synthesize it. (7) Given the product [C:46]([C:64]1[N:61]=[C:21]([C@@H:13]2[C@@H:14]3[O:18][C:17]([CH3:19])([CH3:20])[O:16][C@H:15]3[C@H:11]([N:6]3[CH:5]=[N:4][C:3]4[C:7]3=[N:8][CH:9]=[N:10][C:2]=4[O:24][N:25]3[C:29]4[CH:30]=[CH:31][CH:32]=[CH:33][C:28]=4[N:27]=[N:26]3)[O:12]2)[O:22][N:36]=1)([CH3:49])([CH3:48])[CH3:47], predict the reactants needed to synthesize it. The reactants are: Cl[C:2]1[N:10]=[CH:9][N:8]=[C:7]2[C:3]=1[N:4]=[CH:5][N:6]2[C@H:11]1[C@@H:15]2[O:16][C:17]([CH3:20])([CH3:19])[O:18][C@@H:14]2[C@@H:13]([C:21](O)=[O:22])[O:12]1.[OH:24][N:25]1[C:29]2[CH:30]=[CH:31][CH:32]=[CH:33][C:28]=2[N:27]=[N:26]1.Cl.C[N:36](C)CCCN=C=NCC.[C:46](CC(=NO)N)([CH3:49])([CH3:48])[CH3:47].C(=O)(O)[O-].[Na+].C[N:61]([CH3:64])C=O. (8) Given the product [CH2:1]([O:3][C:4]([N:6]1[CH2:11][CH2:10][C:9]2[C:12]([C:16]#[N:17])=[C:13]([NH:15][C:23](=[O:24])[C:22]3[CH:26]=[CH:27][CH:28]=[C:20]([O:19][CH3:18])[CH:21]=3)[S:14][C:8]=2[CH2:7]1)=[O:5])[CH3:2], predict the reactants needed to synthesize it. The reactants are: [CH2:1]([O:3][C:4]([N:6]1[CH2:11][CH2:10][C:9]2[C:12]([C:16]#[N:17])=[C:13]([NH2:15])[S:14][C:8]=2[CH2:7]1)=[O:5])[CH3:2].[CH3:18][O:19][C:20]1[CH:21]=[C:22]([CH:26]=[CH:27][CH:28]=1)[C:23](Cl)=[O:24]. (9) The reactants are: [CH3:1][O:2][C:3]1[CH:4]=[C:5]([CH2:13][CH2:14][C:15](Cl)=[O:16])[CH:6]=[CH:7][C:8]=1[O:9][CH2:10][C:11]#[CH:12].Cl.[CH3:19][N:20]([CH3:29])[C:21]1[CH:28]=[CH:27][C:24]([CH2:25][NH2:26])=[CH:23][CH:22]=1. Given the product [CH3:19][N:20]([CH3:29])[C:21]1[CH:28]=[CH:27][C:24]([CH2:25][NH:26][C:15](=[O:16])[CH2:14][CH2:13][C:5]2[CH:6]=[CH:7][C:8]([O:9][CH2:10][C:11]#[CH:12])=[C:3]([O:2][CH3:1])[CH:4]=2)=[CH:23][CH:22]=1, predict the reactants needed to synthesize it. (10) Given the product [CH3:1][S:2]([C:5]1[CH:10]=[CH:9][C:8]([C:21]2[CH:26]=[N:25][C:24]([NH:27][CH2:28][CH:29]3[CH2:30][CH2:31][N:32]([C:35]([O:37][C:38]([CH3:41])([CH3:40])[CH3:39])=[O:36])[CH2:33][CH2:34]3)=[N:23][CH:22]=2)=[CH:7][CH:6]=1)(=[O:4])=[O:3], predict the reactants needed to synthesize it. The reactants are: [CH3:1][S:2]([C:5]1[CH:10]=[CH:9][C:8](B(O)O)=[CH:7][CH:6]=1)(=[O:4])=[O:3].C([O-])([O-])=O.[K+].[K+].Br[C:21]1[CH:22]=[N:23][C:24]([NH:27][CH2:28][CH:29]2[CH2:34][CH2:33][N:32]([C:35]([O:37][C:38]([CH3:41])([CH3:40])[CH3:39])=[O:36])[CH2:31][CH2:30]2)=[N:25][CH:26]=1.